From a dataset of Forward reaction prediction with 1.9M reactions from USPTO patents (1976-2016). Predict the product of the given reaction. (1) Given the reactants Br[C:2]1[N:6](COCC[Si](C)(C)C)[C:5]([C:15]2[CH:20]=[C:19]([C:21]([F:24])([F:23])[F:22])[CH:18]=[CH:17][C:16]=2[CH3:25])=[C:4]([C:26]#[N:27])[CH:3]=1.Cl[C:29]1[C:30]2C=[CH:36][N:35](COCC[Si](C)(C)C)[C:31]=2[N:32]=[CH:33][N:34]=1, predict the reaction product. The product is: [CH3:36][NH:35][C:31]1[N:32]=[CH:33][N:34]=[C:29]([C:2]2[NH:6][C:5]([C:15]3[CH:20]=[C:19]([C:21]([F:23])([F:22])[F:24])[CH:18]=[CH:17][C:16]=3[CH3:25])=[C:4]([C:26]#[N:27])[CH:3]=2)[CH:30]=1. (2) Given the reactants [NH2:1][C:2]1[CH:7]=[C:6]([O:8][CH:9]([CH3:11])[CH3:10])[C:5]([CH3:12])=[CH:4][C:3]=1[NH:13][CH:14]1[CH2:19][CH2:18][N:17]([C:20]([O:22][C:23]([CH3:26])([CH3:25])[CH3:24])=[O:21])[CH2:16][CH2:15]1.[CH3:27][OH:28], predict the reaction product. The product is: [CH3:12][C:5]1[C:6]([O:8][CH:9]([CH3:10])[CH3:11])=[CH:7][C:2]2[NH:1][C:27](=[O:28])[N:13]([CH:14]3[CH2:19][CH2:18][N:17]([C:20]([O:22][C:23]([CH3:24])([CH3:26])[CH3:25])=[O:21])[CH2:16][CH2:15]3)[C:3]=2[CH:4]=1. (3) Given the reactants [F:1][C:2]1[CH:34]=[CH:33][C:5]([CH2:6][N:7]2[C:16](=[O:17])[C:15]([C:18]3[NH:23][C:22]4[CH:24]=[CH:25][C:26](I)=[CH:27][C:21]=4[S:20](=[O:30])(=[O:29])[N:19]=3)=[C:14]([OH:31])[C@H:13]3[C@@H:8]2[C@H:9]2[CH2:32][C@@H:12]3[CH2:11][CH2:10]2)=[CH:4][CH:3]=1.[Cu][C:36]#[N:37], predict the reaction product. The product is: [F:1][C:2]1[CH:34]=[CH:33][C:5]([CH2:6][N:7]2[C:16](=[O:17])[C:15]([C:18]3[NH:23][C:22]4[CH:24]=[CH:25][C:26]([C:36]#[N:37])=[CH:27][C:21]=4[S:20](=[O:30])(=[O:29])[N:19]=3)=[C:14]([OH:31])[C@H:13]3[C@@H:8]2[C@H:9]2[CH2:32][C@@H:12]3[CH2:11][CH2:10]2)=[CH:4][CH:3]=1. (4) Given the reactants CCN(C(C)C)C(C)C.[OH:10][C:11]1[CH:40]=[CH:39][C:14]([CH2:15][NH:16][C:17]2[N:22]=[C:21]([O:23][CH2:24][C:25]([F:28])([F:27])[F:26])[N:20]=[C:19]([NH:29][C:30]3[CH:38]=[CH:37][C:33]([C:34](O)=[O:35])=[CH:32][N:31]=3)[CH:18]=2)=[CH:13][CH:12]=1.[NH2:41][CH2:42][C:43]([CH3:54])([CH3:53])[CH2:44][NH:45][C:46](=[O:52])[O:47][C:48]([CH3:51])([CH3:50])[CH3:49].CN(C(ON1N=NC2C=CC=CC1=2)=[N+](C)C)C.[B-](F)(F)(F)F, predict the reaction product. The product is: [OH:10][C:11]1[CH:40]=[CH:39][C:14]([CH2:15][NH:16][C:17]2[N:22]=[C:21]([O:23][CH2:24][C:25]([F:28])([F:26])[F:27])[N:20]=[C:19]([NH:29][C:30]3[CH:38]=[CH:37][C:33]([C:34]([NH:41][CH2:42][C:43]([CH3:54])([CH3:53])[CH2:44][NH:45][C:46](=[O:52])[O:47][C:48]([CH3:49])([CH3:51])[CH3:50])=[O:35])=[CH:32][N:31]=3)[CH:18]=2)=[CH:13][CH:12]=1.